This data is from Reaction yield outcomes from USPTO patents with 853,638 reactions. The task is: Predict the reaction yield, written as a fraction of the theoretical maximum amount of product (1.0 means a 100% yield; for example, 0.34 means a 34% yield). (1) The catalyst is ClCCl. The yield is 0.930. The product is [NH2:9][C:10]([NH2:12])=[S:11].[C:1]([N:12]1[C:21]2[C:16](=[CH:17][CH:18]=[CH:19][CH:20]=2)[CH2:15][CH2:14][CH2:13]1)(=[O:8])[C:2]1[CH:7]=[CH:6][CH:5]=[CH:4][CH:3]=1. The reactants are [C:1]([N:9]=[C:10]=[S:11])(=[O:8])[C:2]1[CH:7]=[CH:6][CH:5]=[CH:4][CH:3]=1.[NH:12]1[C:21]2[C:16](=[CH:17][CH:18]=[CH:19][CH:20]=2)[CH2:15][CH2:14][CH2:13]1. (2) The reactants are C([N:8]1[C:12]2[N:13]=[C:14]([NH:28][C:29]3[CH:34]=[CH:33][C:32]([C:35]#[N:36])=[CH:31][CH:30]=3)[N:15]=[C:16]([O:17][C:18]3[C:25]([CH3:26])=[CH:24][C:21]([C:22]#[N:23])=[CH:20][C:19]=3[CH3:27])[C:11]=2[CH:10]=[CH:9]1)C1C=CC=CC=1.[Cl-].[Al+3].[Cl-].[Cl-]. The catalyst is ClC1C=CC=CC=1Cl. The product is [C:35]([C:32]1[CH:33]=[CH:34][C:29]([NH:28][C:14]2[N:15]=[C:16]([O:17][C:18]3[C:19]([CH3:27])=[CH:20][C:21]([C:22]#[N:23])=[CH:24][C:25]=3[CH3:26])[C:11]3[CH:10]=[CH:9][NH:8][C:12]=3[N:13]=2)=[CH:30][CH:31]=1)#[N:36]. The yield is 0.270. (3) The reactants are [CH:1]([NH:4][CH2:5][CH2:6][NH2:7])([CH3:3])[CH3:2].[N:8]#[C:9][Br:10]. The catalyst is CO. The product is [BrH:10].[CH:1]([N:4]1[CH2:5][CH2:6][N:7]=[C:9]1[NH2:8])([CH3:3])[CH3:2]. The yield is 0.500. (4) The reactants are [CH3:1][CH:2]([O:4][C:5]([O:7][CH2:8][CH2:9]Cl)=[O:6])[CH3:3].C1CCC(NC2CCCCC2)CC1.[C:24]([OH:31])(=[O:30])/[CH:25]=[CH:26]/[C:27]([OH:29])=[O:28]. The catalyst is CN1CCCC1=O. The product is [CH3:1][CH:2]([O:4][C:5]([O:7][CH2:8][CH2:9][O:29][C:27](/[CH:26]=[CH:25]/[C:24]([OH:31])=[O:30])=[O:28])=[O:6])[CH3:3]. The yield is 0.100. (5) The reactants are Cl.[Cl:2][C:3]1[CH:8]=[CH:7][C:6]([CH:9]([O:23][CH2:24][CH3:25])[CH:10]2[CH2:15][CH2:14][N:13](C(OC(C)(C)C)=O)[CH2:12][CH2:11]2)=[CH:5][CH:4]=1. The catalyst is CO. The product is [ClH:2].[Cl:2][C:3]1[CH:8]=[CH:7][C:6]([CH:9]([O:23][CH2:24][CH3:25])[CH:10]2[CH2:15][CH2:14][NH:13][CH2:12][CH2:11]2)=[CH:5][CH:4]=1. The yield is 1.08. (6) The reactants are [CH2:1]([O:8][C:9](=[O:19])[NH:10][C@@H:11]1[CH2:16][CH2:15][CH2:14][CH2:13][C@@H:12]1[CH:17]=O)[C:2]1[CH:7]=[CH:6][CH:5]=[CH:4][CH:3]=1.[BH-](O[C:30]([CH3:32])=O)(OC(C)=O)OC(C)=O.[Na+]. No catalyst specified. The product is [CH2:1]([O:8][C:9](=[O:19])[NH:10][C@@H:11]1[CH2:16][CH2:15][CH2:14][CH2:13][C@@H:12]1[CH2:17][N:10]1[CH2:32][CH2:30][CH2:13][CH2:12][CH2:11]1)[C:2]1[CH:7]=[CH:6][CH:5]=[CH:4][CH:3]=1. The yield is 0.880.